From a dataset of Forward reaction prediction with 1.9M reactions from USPTO patents (1976-2016). Predict the product of the given reaction. (1) Given the reactants [C:1]([N:8]1[CH2:13][CH2:12][C:11](=[O:14])[CH2:10][CH2:9]1)([O:3][C:4]([CH3:7])([CH3:6])[CH3:5])=[O:2].C(=O)=O.[CH3:18]C(C)=O.[S:22]1[CH:26]=[CH:25][CH:24]=[C:23]1[Li].CI, predict the reaction product. The product is: [C:4]([O:3][C:1]([N:8]1[CH2:13][CH2:12][C:11]([O:14][CH3:18])([C:23]2[S:22][CH:26]=[CH:25][CH:24]=2)[CH2:10][CH2:9]1)=[O:2])([CH3:7])([CH3:6])[CH3:5]. (2) Given the reactants [NH2:1][C:2]1[CH:3]=[CH:4][C:5]([Br:18])=[C:6]([NH:8][C:9](=[O:17])[CH2:10][N:11]2[CH2:16][CH2:15][O:14][CH2:13][CH2:12]2)[CH:7]=1.[C:19]1([C:28]2[CH:33]=[CH:32][CH:31]=[CH:30][CH:29]=2)[CH:24]=[CH:23][C:22]([C:25](O)=[O:26])=[CH:21][CH:20]=1.F[P-](F)(F)(F)(F)F.N1(O[P+](N2CCCC2)(N2CCCC2)N2CCCC2)C2C=CC=CC=2N=N1.C(N(C(C)C)CC)(C)C, predict the reaction product. The product is: [Br:18][C:5]1[CH:4]=[CH:3][C:2]([NH:1][C:25]([C:22]2[CH:23]=[CH:24][C:19]([C:28]3[CH:29]=[CH:30][CH:31]=[CH:32][CH:33]=3)=[CH:20][CH:21]=2)=[O:26])=[CH:7][C:6]=1[NH:8][C:9](=[O:17])[CH2:10][N:11]1[CH2:12][CH2:13][O:14][CH2:15][CH2:16]1. (3) Given the reactants [Cl:1][C:2]1[N:7]=[C:6](Cl)[CH:5]=[CH:4][N:3]=1.[NH2:9][C:10]1[CH:11]=[C:12]2[C:16](=[CH:17][CH:18]=1)[NH:15][N:14]=[CH:13]2.C(N(CC)CC)C, predict the reaction product. The product is: [Cl:1][C:2]1[N:7]=[C:6]([NH:9][C:10]2[CH:11]=[C:12]3[C:16](=[CH:17][CH:18]=2)[NH:15][N:14]=[CH:13]3)[CH:5]=[CH:4][N:3]=1. (4) The product is: [Br:17][C:18]1[C:23]([CH3:24])=[CH:22][C:21]([C:6]2[CH:5]=[CH:4][N:3]=[C:2]([CH3:1])[CH:7]=2)=[CH:20][C:19]=1[CH3:26]. Given the reactants [CH3:1][C:2]1[CH:7]=[C:6](B2OC(C)(C)C(C)(C)O2)[CH:5]=[CH:4][N:3]=1.[Br:17][C:18]1[C:23]([CH3:24])=[CH:22][C:21](I)=[CH:20][C:19]=1[CH3:26], predict the reaction product. (5) Given the reactants [NH:1]([C:3]1[CH:8]=[C:7]([C:9]#[N:10])[CH:6]=[CH:5][N:4]=1)[NH2:2].[F:11][C:12]1[CH:17]=[CH:16][CH:15]=[C:14]([F:18])[C:13]=1[CH2:19][C:20](=O)[CH2:21][C:22](OC)=[O:23], predict the reaction product. The product is: [F:11][C:12]1[CH:17]=[CH:16][CH:15]=[C:14]([F:18])[C:13]=1[CH2:19][C:20]1[CH:21]=[C:22]([OH:23])[N:1]([C:3]2[CH:8]=[C:7]([C:9]#[N:10])[CH:6]=[CH:5][N:4]=2)[N:2]=1. (6) The product is: [CH3:23][O:24][C:25]1[N:30]=[CH:29][C:28]([NH:31][C:32]([C:34]2[CH:43]=[CH:42][C:37]([C:38]([OH:40])=[O:39])=[CH:36][N:35]=2)=[O:33])=[CH:27][CH:26]=1. Given the reactants COC(C1C=CC(C(O)=O)=NC=1)=O.COC1N=CC(N)=CC=1.[CH3:23][O:24][C:25]1[N:30]=[CH:29][C:28]([NH:31][C:32]([C:34]2[CH:43]=[CH:42][C:37]([C:38]([O:40]C)=[O:39])=[CH:36][N:35]=2)=[O:33])=[CH:27][CH:26]=1, predict the reaction product. (7) Given the reactants [OH:1][C@H:2]1[CH2:26][C@@H:25]2[C@:12]([CH3:28])([CH2:13][CH2:14][C@H:15]3[C@H:24]2[CH2:23][CH:22]=[C:21]2[C@:16]3([CH3:27])[CH2:17][CH2:18][CH2:19][CH2:20]2)[C@H:3]1[C@H:4]([CH3:11])[CH2:5][CH2:6][CH2:7][CH:8]([CH3:10])[CH3:9], predict the reaction product. The product is: [OH:1][C@H:2]1[CH2:26][C@@H:25]2[C@:12]([CH3:28])([CH2:13][CH2:14][C@H:15]3[C@H:24]2[CH2:23][CH2:22][CH:21]2[C@:16]3([CH3:27])[CH2:17][CH2:18][CH2:19][CH2:20]2)[C@H:3]1[C@H:4]([CH3:11])[CH2:5][CH2:6][CH2:7][CH:8]([CH3:10])[CH3:9]. (8) Given the reactants C(NC(C)C)(C)C.C([Li])CCC.[C:13]1([CH3:33])[CH:18]=[CH:17][C:16]([S:19]([N:22]2[C:26]3[N:27]=[CH:28][CH:29]=[C:30]([C:31]#[N:32])[C:25]=3[CH:24]=[CH:23]2)(=[O:21])=[O:20])=[CH:15][CH:14]=1.[I:34]I, predict the reaction product. The product is: [I:34][C:23]1[N:22]([S:19]([C:16]2[CH:15]=[CH:14][C:13]([CH3:33])=[CH:18][CH:17]=2)(=[O:21])=[O:20])[C:26]2[N:27]=[CH:28][CH:29]=[C:30]([C:31]#[N:32])[C:25]=2[CH:24]=1. (9) Given the reactants [N:1]([CH2:4][CH2:5][C:6]1[N:7]=[C:8]([C:12]2[CH:17]=[CH:16][CH:15]=[CH:14][CH:13]=2)[S:9][C:10]=1[CH3:11])=[N+]=[N-].C1(P(C2C=CC=CC=2)C2C=CC=CC=2)C=CC=CC=1, predict the reaction product. The product is: [CH3:11][C:10]1[S:9][C:8]([C:12]2[CH:17]=[CH:16][CH:15]=[CH:14][CH:13]=2)=[N:7][C:6]=1[CH2:5][CH2:4][NH2:1].